From a dataset of Full USPTO retrosynthesis dataset with 1.9M reactions from patents (1976-2016). Predict the reactants needed to synthesize the given product. Given the product [N+:15]([C:12]1[CH:13]=[CH:14][C:9]([O:8][CH2:7][C:6]([O:5][C:1]([CH3:4])([CH3:3])[CH3:2])=[O:19])=[C:10]([C:20]2[CH:25]=[CH:24][CH:23]=[CH:22][CH:21]=2)[CH:11]=1)([O-:17])=[O:16], predict the reactants needed to synthesize it. The reactants are: [C:1]([O:5][C:6](=[O:19])[CH2:7][O:8][C:9]1[CH:14]=[CH:13][C:12]([N+:15]([O-:17])=[O:16])=[CH:11][C:10]=1Br)([CH3:4])([CH3:3])[CH3:2].[C:20]1(B(O)O)[CH:25]=[CH:24][CH:23]=[CH:22][CH:21]=1.[F-].[Cs+].